From a dataset of Full USPTO retrosynthesis dataset with 1.9M reactions from patents (1976-2016). Predict the reactants needed to synthesize the given product. (1) Given the product [C:14]([C:11]1[N:12]=[C:2]([CH3:1])[C:3]([C:4]([O:6][CH2:7][CH3:8])=[O:5])=[CH:9][CH:10]=1)([CH3:18])([CH3:15])[CH3:13], predict the reactants needed to synthesize it. The reactants are: [CH3:1][C:2]1[N:12]=[CH:11][CH:10]=[CH:9][C:3]=1[C:4]([O:6][CH2:7][CH3:8])=[O:5].[CH3:13][C:14](C)([CH3:18])[C:15](O)=O.S(OOS([O-])(=O)=O)([O-])(=O)=O.[NH4+].[NH4+].[NH4+].[OH-]. (2) Given the product [ClH:33].[CH3:1][O:2][CH2:3][CH2:4][CH2:5][CH2:6][O:7][CH:8]([C:21]1[CH:22]=[CH:23][CH:24]=[CH:25][CH:26]=1)[CH:9]1[CH2:13][CH2:12][NH:11][CH2:10]1, predict the reactants needed to synthesize it. The reactants are: [CH3:1][O:2][CH2:3][CH2:4][CH2:5][CH2:6][O:7][CH:8]([C:21]1[CH:26]=[CH:25][CH:24]=[CH:23][CH:22]=1)[CH:9]1[CH2:13][CH2:12][N:11](C(OC(C)(C)C)=O)[CH2:10]1.O1CCOCC1.[ClH:33]. (3) Given the product [CH2:21]([O:28][CH:29]([C:39](=[O:40])[C:9]#[C:8][C:5]1[CH:6]=[CH:7][C:2]([Cl:1])=[CH:3][CH:4]=1)[CH2:30][NH:31][C:32](=[O:38])[O:33][C:34]([CH3:37])([CH3:35])[CH3:36])[C:22]1[CH:23]=[CH:24][CH:25]=[CH:26][CH:27]=1, predict the reactants needed to synthesize it. The reactants are: [Cl:1][C:2]1[CH:7]=[CH:6][C:5]([C:8]#[CH:9])=[CH:4][CH:3]=1.C([Li])CCC.CCCCCC.[CH2:21]([O:28][CH:29]([C:39](N(OC)C)=[O:40])[CH2:30][NH:31][C:32](=[O:38])[O:33][C:34]([CH3:37])([CH3:36])[CH3:35])[C:22]1[CH:27]=[CH:26][CH:25]=[CH:24][CH:23]=1. (4) Given the product [CH3:13][CH:14]1[CH2:19][CH2:18][CH2:17][CH2:16][N:15]1[CH2:20][CH2:21][CH2:22][NH:23][CH2:11][C:2]1[CH:3]=[CH:4][C:5]2[C:10](=[CH:9][CH:8]=[CH:7][CH:6]=2)[CH:1]=1, predict the reactants needed to synthesize it. The reactants are: [CH:1]1[C:10]2[C:5](=[CH:6][CH:7]=[CH:8][CH:9]=2)[CH:4]=[CH:3][C:2]=1[CH:11]=O.[CH3:13][CH:14]1[CH2:19][CH2:18][CH2:17][CH2:16][N:15]1[CH2:20][CH2:21][CH2:22][NH2:23].CO.[BH4-].[Na+]. (5) Given the product [CH2:46]([O:48][C:49]([N:51]1[CH2:52][CH2:53][N:54]([C:12](=[O:14])[C@@H:2]([NH:1][C:15]([O:17][CH2:18][C:19]2[CH:24]=[CH:23][CH:22]=[CH:21][CH:20]=2)=[O:16])[CH2:3][CH2:4][C:5]([O:6][C:7]([CH3:8])([CH3:9])[CH3:10])=[O:11])[CH2:55][CH2:56]1)=[O:50])[CH3:47], predict the reactants needed to synthesize it. The reactants are: [NH:1]([C:15]([O:17][CH2:18][C:19]1[CH:24]=[CH:23][CH:22]=[CH:21][CH:20]=1)=[O:16])[C@H:2]([C:12]([OH:14])=O)[CH2:3][CH2:4][C:5](=[O:11])[O:6][C:7]([CH3:10])([CH3:9])[CH3:8].C1C=CC2N(O)N=NC=2C=1.CCN=C=NCCCN(C)C.[CH2:46]([O:48][C:49]([N:51]1[CH2:56][CH2:55][NH:54][CH2:53][CH2:52]1)=[O:50])[CH3:47].C([O-])(O)=O.[Na+].